From a dataset of Reaction yield outcomes from USPTO patents with 853,638 reactions. Predict the reaction yield, written as a fraction of the theoretical maximum amount of product (1.0 means a 100% yield; for example, 0.34 means a 34% yield). The product is [Cl:5][CH2:6][C:7]([C:15]1[CH:14]=[C:13]2[C:18](=[CH:17][CH:16]=1)[NH:10][C:11](=[O:19])[CH2:12]2)=[O:8]. The reactants are [Cl-].[Al+3].[Cl-].[Cl-].[Cl:5][CH2:6][C:7](Cl)=[O:8].[NH:10]1[C:18]2[C:13](=[CH:14][CH:15]=[CH:16][CH:17]=2)[CH2:12][C:11]1=[O:19]. The catalyst is C(=S)=S. The yield is 0.970.